From a dataset of Forward reaction prediction with 1.9M reactions from USPTO patents (1976-2016). Predict the product of the given reaction. (1) Given the reactants [CH2:1]([C@:4]1([C:21]2[CH:26]=[CH:25][C:24]([F:27])=[CH:23][CH:22]=2)[CH2:9][CH2:8][N:7]([C@H:10]([C:12]2[CH:17]=[CH:16][C:15]([Br:18])=[CH:14][CH:13]=2)[CH3:11])[C:6](=[O:19])[N:5]1[CH3:20])[CH:2]=[CH2:3].C([C@]1(C2C=CC(F)=CC=2)CCN([C@H](C2C=CC(Br)=CC=2)C)C(=[O:46])N1)C=C, predict the reaction product. The product is: [Br:18][C:15]1[CH:16]=[CH:17][C:12]([C@@H:10]([N:7]2[CH2:8][CH2:9][C@@:4]([C:21]3[CH:22]=[CH:23][C:24]([F:27])=[CH:25][CH:26]=3)([CH2:1][CH2:2][CH2:3][OH:46])[N:5]([CH3:20])[C:6]2=[O:19])[CH3:11])=[CH:13][CH:14]=1.[CH2:1]([C@:4]1([C:21]2[CH:22]=[CH:23][C:24]([F:27])=[CH:25][CH:26]=2)[CH2:9][CH2:8][N:7]([C@H:10]([C:12]2[CH:17]=[CH:16][C:15]([Br:18])=[CH:14][CH:13]=2)[CH3:11])[C:6](=[O:19])[N:5]1[CH3:20])[CH:2]=[CH2:3]. (2) Given the reactants [F:1][C:2]([F:7])([F:6])[C:3]([OH:5])=[O:4].[NH2:8][C@@H:9]1[CH2:13][CH2:12][N:11]([C:14]2[N:22]=[C:21]3[C:17]([N:18]=[CH:19][N:20]3[C@@H:23]3[CH2:27][C@H:26]([N:28]4[CH:32]=[C:31]([CH2:33][OH:34])[CH:30]=[N:29]4)[C@@H:25]([OH:35])[C@H:24]3[OH:36])=[C:16]([NH:37][CH2:38][CH:39]([C:46]3[CH:51]=[CH:50][CH:49]=[CH:48][CH:47]=3)[C:40]3[CH:45]=[CH:44][CH:43]=[CH:42][CH:41]=3)[N:15]=2)[CH2:10]1.FC(F)(F)C(O)=O.O[C@@H]1[C@H](O)[C@@H](N2C=C(C)C=N2)C[C@H]1N1C=NC2C1=NC(NC1CCC(N[C:104]([NH:106][CH:107]3[CH2:112][CH2:111][N:110]([C:113]4[CH:118]=[CH:117][CH:116]=[CH:115][N:114]=4)[CH2:109][CH2:108]3)=[O:105])CC1)=NC=2NCC(C1C=CC=CC=1)C1C=CC=CC=1, predict the reaction product. The product is: [F:1][C:2]([F:7])([F:6])[C:3]([OH:5])=[O:4].[OH:36][C@@H:24]1[C@H:25]([OH:35])[C@@H:26]([N:28]2[CH:32]=[C:31]([CH2:33][OH:34])[CH:30]=[N:29]2)[CH2:27][C@H:23]1[N:20]1[CH:19]=[N:18][C:17]2[C:21]1=[N:22][C:14]([N:11]1[CH2:12][CH2:13][C@@H:9]([NH:8][C:104]([NH:106][CH:107]3[CH2:108][CH2:109][N:110]([C:113]4[CH:118]=[CH:117][CH:116]=[CH:115][N:114]=4)[CH2:111][CH2:112]3)=[O:105])[CH2:10]1)=[N:15][C:16]=2[NH:37][CH2:38][CH:39]([C:46]1[CH:47]=[CH:48][CH:49]=[CH:50][CH:51]=1)[C:40]1[CH:41]=[CH:42][CH:43]=[CH:44][CH:45]=1. (3) Given the reactants [BH4-].[Na+].[F:3][CH:4]1[C:9](=[O:10])[CH2:8][CH2:7][N:6]([C:11]([O:13][C:14]([CH3:17])([CH3:16])[CH3:15])=[O:12])[CH2:5]1, predict the reaction product. The product is: [C:14]([O:13][C:11]([N:6]1[CH2:7][CH2:8][C@@H:9]([OH:10])[C@H:4]([F:3])[CH2:5]1)=[O:12])([CH3:17])([CH3:15])[CH3:16].